Task: Predict the reactants needed to synthesize the given product.. Dataset: Full USPTO retrosynthesis dataset with 1.9M reactions from patents (1976-2016) (1) Given the product [CH3:1][CH:2]1[CH2:6][CH2:5][CH2:4][N:3]1[C:7]1[N:12]=[C:11]([NH:13][C:14]2[C:15]3[N:16]([N:30]=[CH:31][N:32]=3)[CH:17]=[C:18]([C:20]3[CH:21]=[C:22]([CH:27]=[CH:28][CH:29]=3)[C:23]([OH:25])=[O:24])[CH:19]=2)[CH:10]=[CH:9][CH:8]=1, predict the reactants needed to synthesize it. The reactants are: [CH3:1][CH:2]1[CH2:6][CH2:5][CH2:4][N:3]1[C:7]1[N:12]=[C:11]([NH:13][C:14]2[C:15]3[N:16]([N:30]=[CH:31][N:32]=3)[CH:17]=[C:18]([C:20]3[CH:21]=[C:22]([CH:27]=[CH:28][CH:29]=3)[C:23]([O:25]C)=[O:24])[CH:19]=2)[CH:10]=[CH:9][CH:8]=1.[OH-].[Na+].Cl. (2) Given the product [F:32][C:33]1[CH:47]=[CH:46][CH:45]=[CH:44][C:34]=1[O:35][C:36]1[CH:37]=[CH:38][C:39]([CH2:40][NH:41][C:4](=[O:6])[C:3]2[CH:7]=[CH:8][CH:9]=[N:10][C:2]=2[NH2:1])=[CH:42][CH:43]=1, predict the reactants needed to synthesize it. The reactants are: [NH2:1][C:2]1[N:10]=[CH:9][CH:8]=[CH:7][C:3]=1[C:4]([OH:6])=O.ON1C2C=CC=CC=2N=N1.CCN=C=NCCCN(C)C.[F:32][C:33]1[CH:47]=[CH:46][CH:45]=[CH:44][C:34]=1[O:35][C:36]1[CH:43]=[CH:42][C:39]([CH2:40][NH2:41])=[CH:38][CH:37]=1.C(=O)(O)[O-].[Na+]. (3) Given the product [CH2:1]([C:5]([CH2:10][C:11]1[CH:16]=[CH:15][C:14]([O:17][CH2:20][CH:19]=[CH2:18])=[CH:13][CH:12]=1)([C:8]#[N:9])[C:6]#[N:7])[CH2:2][CH:3]=[CH2:4], predict the reactants needed to synthesize it. The reactants are: [CH2:1]([C:5]([CH2:10][C:11]1[CH:16]=[CH:15][C:14]([OH:17])=[CH:13][CH:12]=1)([C:8]#[N:9])[C:6]#[N:7])[CH2:2][CH:3]=[CH2:4].[CH2:18](Br)[CH:19]=[CH2:20].C(=O)([O-])[O-].[K+].[K+].O. (4) Given the product [Cl:6][C:7]1[C:12]([Cl:13])=[CH:11][CH:10]=[CH:9][C:8]=1[N:14]=[C:15]1[NH:5][CH2:4][CH2:3][S:16]1, predict the reactants needed to synthesize it. The reactants are: [Cl-].Cl[CH2:3][CH2:4][NH3+:5].[Cl:6][C:7]1[C:12]([Cl:13])=[CH:11][CH:10]=[CH:9][C:8]=1[N:14]=[C:15]=[S:16]. (5) Given the product [Cl:15][C:16]1[C:17]([N:22]2[C:26]([C:27]3[O:12][C:11](=[O:13])[C:10]4[C:2](=[C:3]([CH3:14])[CH:4]=[C:5]5[CH:6]=[N:7][NH:8][C:9]5=4)[N:1]=3)=[CH:25][C:24]([O:30][CH2:31][C:32]([F:35])([F:33])[F:34])=[N:23]2)=[N:18][CH:19]=[CH:20][CH:21]=1, predict the reactants needed to synthesize it. The reactants are: [NH2:1][C:2]1[C:10]([C:11]([OH:13])=[O:12])=[C:9]2[C:5]([CH:6]=[N:7][NH:8]2)=[CH:4][C:3]=1[CH3:14].[Cl:15][C:16]1[C:17]([N:22]2[C:26]([C:27](O)=O)=[CH:25][C:24]([O:30][CH2:31][C:32]([F:35])([F:34])[F:33])=[N:23]2)=[N:18][CH:19]=[CH:20][CH:21]=1.N1C=CC=CC=1.CS(Cl)(=O)=O.